This data is from Forward reaction prediction with 1.9M reactions from USPTO patents (1976-2016). The task is: Predict the product of the given reaction. (1) The product is: [CH2:1]([O:8][C:9]([CH:11]1[CH2:16][CH2:15][CH:14]([CH2:17][CH:18]=[C:21]([F:26])[F:25])[CH2:13][CH2:12]1)=[O:10])[C:2]1[CH:7]=[CH:6][CH:5]=[CH:4][CH:3]=1. Given the reactants [CH2:1]([O:8][C:9]([CH:11]1[CH2:16][CH2:15][CH:14]([CH2:17][CH:18]=O)[CH2:13][CH2:12]1)=[O:10])[C:2]1[CH:7]=[CH:6][CH:5]=[CH:4][CH:3]=1.Cl[C:21]([F:26])([F:25])C([O-])=O.[Na+].C1(P(C2C=CC=CC=2)C2C=CC=CC=2)C=CC=CC=1, predict the reaction product. (2) Given the reactants [Br:1][C:2]1[CH:7]=[CH:6][C:5]([NH:8][C:9]2[N:17]=[C:16](Cl)[N:15]=[C:14]3[C:10]=2[N:11]=[CH:12][N:13]3[CH3:19])=[CH:4][CH:3]=1.O.[NH2:21][NH2:22], predict the reaction product. The product is: [Br:1][C:2]1[CH:7]=[CH:6][C:5]([NH:8][C:9]2[N:17]=[C:16]([NH:21][NH2:22])[N:15]=[C:14]3[C:10]=2[N:11]=[CH:12][N:13]3[CH3:19])=[CH:4][CH:3]=1. (3) Given the reactants [F:1][C:2]1[CH:7]=[C:6]([C:8]2[S:12][CH:11]=[C:10]([C:13]([OH:15])=O)[CH:9]=2)[CH:5]=[CH:4][N:3]=1.[CH2:16]1[C@H:25]2[C@@H:20]([CH2:21][CH2:22][CH2:23][CH2:24]2)[CH2:19][CH2:18][NH:17]1.C(N(CC)CC)C.CN(C(ON1N=NC2C=CC=NC1=2)=[N+](C)C)C.F[P-](F)(F)(F)(F)F, predict the reaction product. The product is: [F:1][C:2]1[CH:7]=[C:6]([C:8]2[S:12][CH:11]=[C:10]([C:13]([N:17]3[CH:16]4[CH:25]([CH2:24][CH2:23][CH2:22][CH2:21]4)[CH2:20][CH2:19][CH2:18]3)=[O:15])[CH:9]=2)[CH:5]=[CH:4][N:3]=1. (4) Given the reactants [NH2:1][C@H:2]1[C:11]2[C:6](=[CH:7][CH:8]=[CH:9][CH:10]=2)[N:5]([C:12](=[O:14])[CH3:13])[C@@H:4]([CH3:15])[C@@H:3]1[CH3:16].Br[C:18]1[CH:23]=[CH:22][C:21]([Cl:24])=[CH:20][C:19]=1[O:25][CH3:26].CN(C1C(C2C(P(C3CCCCC3)C3CCCCC3)=CC=CC=2)=CC=CC=1)C.CC(C)([O-])C.[Na+], predict the reaction product. The product is: [Cl:24][C:21]1[CH:22]=[CH:23][C:18]([NH:1][C@H:2]2[C:11]3[C:6](=[CH:7][CH:8]=[CH:9][CH:10]=3)[N:5]([C:12](=[O:14])[CH3:13])[C@@H:4]([CH3:15])[C@@H:3]2[CH3:16])=[C:19]([O:25][CH3:26])[CH:20]=1.